This data is from Reaction yield outcomes from USPTO patents with 853,638 reactions. The task is: Predict the reaction yield, written as a fraction of the theoretical maximum amount of product (1.0 means a 100% yield; for example, 0.34 means a 34% yield). (1) The reactants are C[O:2][C:3](=[O:25])/[C:4](/[C:12]1[CH:17]=[CH:16][C:15]([N:18]2[C:22]([CH3:23])=[N:21][N:20]=[N:19]2)=[C:14]([Cl:24])[CH:13]=1)=[CH:5]/[CH:6]1[CH2:11][CH2:10][CH2:9][CH2:8][CH2:7]1.[OH-].[Na+]. The catalyst is C(O)C. The product is [Cl:24][C:14]1[CH:13]=[C:12](/[C:4](=[CH:5]\[CH:6]2[CH2:11][CH2:10][CH2:9][CH2:8][CH2:7]2)/[C:3]([OH:25])=[O:2])[CH:17]=[CH:16][C:15]=1[N:18]1[C:22]([CH3:23])=[N:21][N:20]=[N:19]1. The yield is 0.990. (2) The reactants are N1C=C[C:4]([CH2:7][C:8](=[O:10])[CH3:9])=CC=1.[F:11][C:12]1[CH:13]=[C:14]([CH:17]=[CH:18][C:19]=1[O:20][CH3:21])C=O.[NH:22]1[CH2:27][CH2:26][CH2:25][CH2:24][CH2:23]1. The catalyst is C1(C)C=CC=CC=1. The product is [F:11][C:12]1[CH:13]=[C:14]([C:25]2[CH:26]=[CH:27][N:22]=[CH:23][C:24]=2[CH2:9][C:8](=[O:10])[CH:7]=[CH2:4])[CH:17]=[CH:18][C:19]=1[O:20][CH3:21]. The yield is 0.800. (3) The reactants are C(OC(=O)[NH:7][C:8]([C:10]1[S:11][C:12]([S:33][CH3:34])=[C:13]([S:15]([C:18]2[CH:19]=[C:20]([C:24]3[C:29]([CH3:30])=[CH:28][CH:27]=[CH:26][C:25]=3[CH2:31]O)[CH:21]=[CH:22][CH:23]=2)(=[O:17])=[O:16])[CH:14]=1)=[NH:9])(C)(C)C.C(OP([CH2:44][P:45]([O:50]CC)([O:47]CC)=[O:46])(=O)OCC)C.[H-].[Na+].C(Cl)(Cl)Cl.[F:59][C:60]([F:65])([F:64])[C:61]([OH:63])=[O:62]. The catalyst is ClCCl.C1COCC1.[O-2].[O-2].[Mn+4]. The product is [F:59][C:60]([F:65])([F:64])[C:61]([OH:63])=[O:62].[C:8]([C:10]1[S:11][C:12]([S:33][CH3:34])=[C:13]([S:15]([C:18]2[CH:19]=[C:20]([C:24]3[C:29]([CH3:30])=[CH:28][CH:27]=[CH:26][C:25]=3/[CH:31]=[CH:44]\[P:45](=[O:46])([OH:47])[OH:50])[CH:21]=[CH:22][CH:23]=2)(=[O:16])=[O:17])[CH:14]=1)(=[NH:7])[NH2:9]. The yield is 0.570. (4) The reactants are [F:1][C:2]1[CH:7]=[CH:6][CH:5]=[C:4](I)[C:3]=1[F:9].[CH3:10][S:11]([O-])(=[O:13])=[O:12].[Na+]. The catalyst is CN(C)C(=O)C.[Cu](I)I. The product is [F:1][C:2]1[CH:7]=[CH:6][CH:5]=[C:4]([S:11]([CH3:10])(=[O:13])=[O:12])[C:3]=1[F:9]. The yield is 0.720. (5) The reactants are CCCC[N+](CCCC)(CCCC)CCCC.[F-].C([Si](C1C=CC=CC=1)(C1C=CC=CC=1)[O:24][CH2:25][CH2:26][CH2:27][N:28]1[C:32]2=[N:33][CH:34]=[CH:35][CH:36]=[C:31]2[C:30]([C:37]2[C:38](=[O:49])[NH:39][C:40](=[O:48])[C:41]=2[C:42]2[O:43][CH2:44][CH2:45][CH2:46][CH:47]=2)=[CH:29]1)(C)(C)C. The catalyst is C1COCC1. The product is [O:43]1[C:42]([C:41]2[C:40](=[O:48])[NH:39][C:38](=[O:49])[C:37]=2[C:30]2[C:31]3[C:32](=[N:33][CH:34]=[CH:35][CH:36]=3)[N:28]([CH2:27][CH2:26][CH2:25][OH:24])[CH:29]=2)=[CH:47][CH2:46][CH2:45][CH2:44]1. The yield is 0.700. (6) The reactants are [CH2:1]([O:8][C:9]1[C:10]([NH:16][C:17]2[S:18][CH:19]=[C:20]([CH2:22][CH2:23][C:24](O)=[O:25])[N:21]=2)=[N:11][CH:12]=[C:13]([Br:15])[CH:14]=1)[C:2]1[CH:7]=[CH:6][CH:5]=[CH:4][CH:3]=1.C(N(CC)C(C)C)(C)C.CN(C(F)=[N+](C)C)C.F[P-](F)(F)(F)(F)F.O[NH:52][C:53](=[NH:55])[CH3:54]. The catalyst is CN(C=O)C.C(OCC)(=O)C. The product is [CH2:1]([O:8][C:9]1[C:10]([NH:16][C:17]2[S:18][CH:19]=[C:20]([CH2:22][CH2:23][C:24]3[O:25][N:55]=[C:53]([CH3:54])[N:52]=3)[N:21]=2)=[N:11][CH:12]=[C:13]([Br:15])[CH:14]=1)[C:2]1[CH:3]=[CH:4][CH:5]=[CH:6][CH:7]=1. The yield is 0.500.